From a dataset of Full USPTO retrosynthesis dataset with 1.9M reactions from patents (1976-2016). Predict the reactants needed to synthesize the given product. (1) Given the product [C:19]([O:18][C:16]([N:13]1[CH2:14][CH2:15][CH:10]([CH2:9][NH:8][C:2]2[CH:7]=[CH:6][N:5]=[CH:4][CH:3]=2)[CH2:11][CH2:12]1)=[O:17])([CH3:22])([CH3:21])[CH3:20], predict the reactants needed to synthesize it. The reactants are: Cl[C:2]1[CH:7]=[CH:6][N:5]=[CH:4][CH:3]=1.[NH2:8][CH2:9][CH:10]1[CH2:15][CH2:14][N:13]([C:16]([O:18][C:19]([CH3:22])([CH3:21])[CH3:20])=[O:17])[CH2:12][CH2:11]1. (2) Given the product [CH:26]1([NH:25][C:20]2[N:21]=[C:22]3[CH2:23][CH2:24][NH:15][CH2:16][C:17]3=[N:18][C:19]=2[N:30]2[CH2:31][CH2:32][CH:33]([O:36][C:37]3[CH:42]=[CH:41][C:40]([O:43][CH3:44])=[CH:39][C:38]=3[F:45])[CH2:34][CH2:35]2)[CH2:29][CH2:28][CH2:27]1.[C:2]([OH:3])([C:4]([F:7])([F:6])[F:5])=[O:1], predict the reactants needed to synthesize it. The reactants are: [OH:1][C:2]([C:4]([F:7])([F:6])[F:5])=[O:3].C([N:15]1[CH2:24][CH2:23][C:22]2[C:17](=[N:18][C:19]([N:30]3[CH2:35][CH2:34][CH:33]([O:36][C:37]4[CH:42]=[CH:41][C:40]([O:43][CH3:44])=[CH:39][C:38]=4[F:45])[CH2:32][CH2:31]3)=[C:20]([NH:25][CH:26]3[CH2:29][CH2:28][CH2:27]3)[N:21]=2)[CH2:16]1)C1C=CC=CC=1. (3) Given the product [CH3:34][S:31]([O:1][CH2:2][CH2:3][C:4]1[C:5]([C:21]([F:23])([F:22])[F:24])=[N:6][N:7]([CH2:9][C:10]2[NH:11][C:12](=[O:20])[C:13]3[CH:18]=[C:17]([CH3:19])[S:16][C:14]=3[N:15]=2)[CH:8]=1)(=[O:33])=[O:32], predict the reactants needed to synthesize it. The reactants are: [OH:1][CH2:2][CH2:3][C:4]1[C:5]([C:21]([F:24])([F:23])[F:22])=[N:6][N:7]([CH2:9][C:10]2[NH:11][C:12](=[O:20])[C:13]3[CH:18]=[C:17]([CH3:19])[S:16][C:14]=3[N:15]=2)[CH:8]=1.N1C=CC=CC=1.[S:31](Cl)([CH3:34])(=[O:33])=[O:32].